Dataset: Reaction yield outcomes from USPTO patents with 853,638 reactions. Task: Predict the reaction yield, written as a fraction of the theoretical maximum amount of product (1.0 means a 100% yield; for example, 0.34 means a 34% yield). The product is [C:1]([C:4]1[S:8][C:7]([CH2:9][C:10]([NH2:14])=[O:12])=[CH:6][CH:5]=1)(=[O:3])[CH3:2]. The yield is 0.720. The reactants are [C:1]([C:4]1[S:8][C:7]([CH2:9][C:10]([O:12]C)=O)=[CH:6][CH:5]=1)(=[O:3])[CH3:2].[NH3:14]. No catalyst specified.